Dataset: NCI-60 drug combinations with 297,098 pairs across 59 cell lines. Task: Regression. Given two drug SMILES strings and cell line genomic features, predict the synergy score measuring deviation from expected non-interaction effect. (1) Drug 1: CC1C(C(CC(O1)OC2CC(CC3=C2C(=C4C(=C3O)C(=O)C5=C(C4=O)C(=CC=C5)OC)O)(C(=O)CO)O)N)O.Cl. Drug 2: C1C(C(OC1N2C=NC(=NC2=O)N)CO)O. Cell line: TK-10. Synergy scores: CSS=6.85, Synergy_ZIP=4.97, Synergy_Bliss=-0.865, Synergy_Loewe=-2.48, Synergy_HSA=-1.99. (2) Drug 1: CC1=CC2C(CCC3(C2CCC3(C(=O)C)OC(=O)C)C)C4(C1=CC(=O)CC4)C. Drug 2: CC1=C(C(=O)C2=C(C1=O)N3CC4C(C3(C2COC(=O)N)OC)N4)N. Cell line: SF-539. Synergy scores: CSS=8.67, Synergy_ZIP=-13.7, Synergy_Bliss=-11.6, Synergy_Loewe=-53.8, Synergy_HSA=-12.4. (3) Drug 2: CN(CC1=CN=C2C(=N1)C(=NC(=N2)N)N)C3=CC=C(C=C3)C(=O)NC(CCC(=O)O)C(=O)O. Drug 1: CC1C(C(CC(O1)OC2CC(OC(C2O)C)OC3=CC4=CC5=C(C(=O)C(C(C5)C(C(=O)C(C(C)O)O)OC)OC6CC(C(C(O6)C)O)OC7CC(C(C(O7)C)O)OC8CC(C(C(O8)C)O)(C)O)C(=C4C(=C3C)O)O)O)O. Cell line: HT29. Synergy scores: CSS=75.7, Synergy_ZIP=0.339, Synergy_Bliss=-0.509, Synergy_Loewe=-8.53, Synergy_HSA=0.964. (4) Drug 1: C1=NC2=C(N=C(N=C2N1C3C(C(C(O3)CO)O)F)Cl)N. Drug 2: C1=NNC2=C1C(=O)NC=N2. Cell line: OVCAR-5. Synergy scores: CSS=0.425, Synergy_ZIP=-1.31, Synergy_Bliss=-1.88, Synergy_Loewe=-1.57, Synergy_HSA=-1.45. (5) Drug 1: CCN(CC)CCCC(C)NC1=C2C=C(C=CC2=NC3=C1C=CC(=C3)Cl)OC. Drug 2: COC1=C2C(=CC3=C1OC=C3)C=CC(=O)O2. Cell line: MCF7. Synergy scores: CSS=24.7, Synergy_ZIP=-5.59, Synergy_Bliss=3.13, Synergy_Loewe=-0.0420, Synergy_HSA=-0.0283. (6) Drug 1: C1C(C(OC1N2C=NC3=C(N=C(N=C32)Cl)N)CO)O. Drug 2: CCC1(CC2CC(C3=C(CCN(C2)C1)C4=CC=CC=C4N3)(C5=C(C=C6C(=C5)C78CCN9C7C(C=CC9)(C(C(C8N6C)(C(=O)OC)O)OC(=O)C)CC)OC)C(=O)OC)O.OS(=O)(=O)O. Cell line: HOP-62. Synergy scores: CSS=11.3, Synergy_ZIP=-0.660, Synergy_Bliss=-1.77, Synergy_Loewe=-6.49, Synergy_HSA=-3.42. (7) Drug 1: CCC1=C2CN3C(=CC4=C(C3=O)COC(=O)C4(CC)O)C2=NC5=C1C=C(C=C5)O. Drug 2: CN(C(=O)NC(C=O)C(C(C(CO)O)O)O)N=O. Cell line: DU-145. Synergy scores: CSS=61.0, Synergy_ZIP=2.21, Synergy_Bliss=0.582, Synergy_Loewe=-69.8, Synergy_HSA=0.0387.